Dataset: Reaction yield outcomes from USPTO patents with 853,638 reactions. Task: Predict the reaction yield, written as a fraction of the theoretical maximum amount of product (1.0 means a 100% yield; for example, 0.34 means a 34% yield). (1) The reactants are C([Li])CCC.[C:6]([NH:10][C:11](=[O:13])[OH:12])([CH3:9])([CH3:8])[CH3:7].Cl[CH2:15][CH2:16][CH2:17][S:18]([NH2:21])(=[O:20])=[O:19]. The catalyst is C1COCC1. The product is [C:6]([NH:10][C:11](=[O:12])[OH:13])([CH3:9])([CH3:8])[CH3:7].[CH:17]1([S:18]([NH2:21])(=[O:20])=[O:19])[CH2:15][CH2:16]1. The yield is 1.00. (2) The reactants are Cl.[NH:2]([CH2:4][C:5]([O:7][CH2:8][CH3:9])=[O:6])[NH2:3].[CH3:10][C:11]([CH3:18])([CH3:17])[C:12](=O)[CH2:13][C:14]#[N:15]. The product is [NH2:15][C:14]1[N:2]([CH2:4][C:5]([O:7][CH2:8][CH3:9])=[O:6])[N:3]=[C:12]([C:11]([CH3:18])([CH3:17])[CH3:10])[CH:13]=1. The catalyst is CCO. The yield is 0.820. (3) The reactants are [F:1][C:2]1[CH:3]=[C:4]([NH:14][C:15](=[O:23])OC2C=CC=CC=2)[CH:5]=[N:6][C:7]=1[CH2:8][CH2:9][S:10]([CH3:13])(=[O:12])=[O:11].Cl.[CH3:25][CH:26]1[CH2:31][CH2:30][N:29]([C:32]2[C:37]([CH2:38][NH2:39])=[CH:36][CH:35]=[C:34]([C:40]([F:43])([F:42])[F:41])[N:33]=2)[CH2:28][CH2:27]1.C(N(C(C)C)C(C)C)C. The catalyst is O1CCCC1. The product is [F:1][C:2]1[CH:3]=[C:4]([NH:14][C:15]([NH:39][CH2:38][C:37]2[C:32]([N:29]3[CH2:30][CH2:31][CH:26]([CH3:25])[CH2:27][CH2:28]3)=[N:33][C:34]([C:40]([F:43])([F:41])[F:42])=[CH:35][CH:36]=2)=[O:23])[CH:5]=[N:6][C:7]=1[CH2:8][CH2:9][S:10]([CH3:13])(=[O:11])=[O:12]. The yield is 0.330. (4) The reactants are [Br:1][C:2]1[C:3]([CH3:33])=[C:4]([CH2:17][CH:18]([N+:30]([O-:32])=[O:31])[C:19]([CH3:29])([CH3:28])[CH2:20][C:21](=[O:27])[CH:22]([O:25][CH3:26])[O:23][CH3:24])[N:5](S(C2C=CC(C)=CC=2)(=O)=O)[CH:6]=1.CCCC[N+](CCCC)(CCCC)CCCC.[F-].C([O-])(O)=O.[Na+]. The catalyst is C(OCC)(=O)C. The product is [Br:1][C:2]1[C:3]([CH3:33])=[C:4]([CH2:17][CH:18]([N+:30]([O-:32])=[O:31])[C:19]([CH3:29])([CH3:28])[CH2:20][C:21](=[O:27])[CH:22]([O:25][CH3:26])[O:23][CH3:24])[NH:5][CH:6]=1. The yield is 0.610.